From a dataset of NCI-60 drug combinations with 297,098 pairs across 59 cell lines. Regression. Given two drug SMILES strings and cell line genomic features, predict the synergy score measuring deviation from expected non-interaction effect. (1) Drug 1: COC1=CC(=CC(=C1O)OC)C2C3C(COC3=O)C(C4=CC5=C(C=C24)OCO5)OC6C(C(C7C(O6)COC(O7)C8=CC=CS8)O)O. Drug 2: C1=CC(=CC=C1CC(C(=O)O)N)N(CCCl)CCCl.Cl. Cell line: HOP-62. Synergy scores: CSS=48.2, Synergy_ZIP=0.343, Synergy_Bliss=3.75, Synergy_Loewe=-16.5, Synergy_HSA=2.42. (2) Drug 2: CC(C)CN1C=NC2=C1C3=CC=CC=C3N=C2N. Drug 1: CC1=CC2C(CCC3(C2CCC3(C(=O)C)OC(=O)C)C)C4(C1=CC(=O)CC4)C. Cell line: NCI/ADR-RES. Synergy scores: CSS=-6.54, Synergy_ZIP=0.774, Synergy_Bliss=-4.44, Synergy_Loewe=-6.53, Synergy_HSA=-6.41. (3) Drug 1: CN1C2=C(C=C(C=C2)N(CCCl)CCCl)N=C1CCCC(=O)O.Cl. Drug 2: C1CN(P(=O)(OC1)NCCCl)CCCl. Cell line: U251. Synergy scores: CSS=3.01, Synergy_ZIP=-0.371, Synergy_Bliss=-0.630, Synergy_Loewe=-0.170, Synergy_HSA=-3.48. (4) Drug 2: CC=C1C(=O)NC(C(=O)OC2CC(=O)NC(C(=O)NC(CSSCCC=C2)C(=O)N1)C(C)C)C(C)C. Synergy scores: CSS=44.1, Synergy_ZIP=3.07, Synergy_Bliss=3.50, Synergy_Loewe=2.54, Synergy_HSA=4.99. Cell line: SF-295. Drug 1: C1=NC2=C(N1)C(=S)N=C(N2)N. (5) Drug 1: CCCS(=O)(=O)NC1=C(C(=C(C=C1)F)C(=O)C2=CNC3=C2C=C(C=N3)C4=CC=C(C=C4)Cl)F. Drug 2: CC1=C(C(CCC1)(C)C)C=CC(=CC=CC(=CC(=O)O)C)C. Cell line: NCI-H322M. Synergy scores: CSS=-2.07, Synergy_ZIP=3.40, Synergy_Bliss=2.25, Synergy_Loewe=-2.86, Synergy_HSA=-3.69. (6) Drug 1: C(=O)(N)NO. Drug 2: COC1=C2C(=CC3=C1OC=C3)C=CC(=O)O2. Cell line: SNB-75. Synergy scores: CSS=5.14, Synergy_ZIP=-2.24, Synergy_Bliss=-2.58, Synergy_Loewe=-1.93, Synergy_HSA=-1.69.